Dataset: Reaction yield outcomes from USPTO patents with 853,638 reactions. Task: Predict the reaction yield, written as a fraction of the theoretical maximum amount of product (1.0 means a 100% yield; for example, 0.34 means a 34% yield). (1) The reactants are [NH:1]1[C:5]2=[N:6][CH:7]=[CH:8][CH:9]=[C:4]2[C:3]([C:10]([OH:12])=[O:11])=[N:2]1.[CH3:13]O. The catalyst is OS(O)(=O)=O. The product is [NH:1]1[C:5]2=[N:6][CH:7]=[CH:8][CH:9]=[C:4]2[C:3]([C:10]([O:12][CH3:13])=[O:11])=[N:2]1. The yield is 0.900. (2) The reactants are [C:1]1([N:7]2[CH:11]([C:12]([F:15])([F:14])[F:13])[CH2:10][C:9]([NH2:16])=[N:8]2)[CH:6]=[CH:5][CH:4]=[CH:3][CH:2]=1.C(C1C(=O)C(Cl)=C(Cl)C(=O)C=1C#N)#N. The catalyst is C(Cl)Cl. The product is [C:1]1([N:7]2[C:11]([C:12]([F:15])([F:13])[F:14])=[CH:10][C:9]([NH2:16])=[N:8]2)[CH:2]=[CH:3][CH:4]=[CH:5][CH:6]=1. The yield is 0.460.